Task: Binary Classification. Given a T-cell receptor sequence (or CDR3 region) and an epitope sequence, predict whether binding occurs between them.. Dataset: TCR-epitope binding with 47,182 pairs between 192 epitopes and 23,139 TCRs (1) The epitope is EPLPQGQLTAY. The TCR CDR3 sequence is CASSLVVAGGPMSEQFF. Result: 1 (the TCR binds to the epitope). (2) The epitope is KPLEFGATSAAL. The TCR CDR3 sequence is CASGFGDADTQYF. Result: 1 (the TCR binds to the epitope). (3) The epitope is KLNVGDYFV. The TCR CDR3 sequence is CASSEVAGVVETQYF. Result: 1 (the TCR binds to the epitope). (4) The epitope is IQYIDIGNY. The TCR CDR3 sequence is CASSQESLAGDLQETQYF. Result: 0 (the TCR does not bind to the epitope). (5) The epitope is YLQPRTFLL. The TCR CDR3 sequence is CASSDANTGELFF. Result: 1 (the TCR binds to the epitope). (6) The epitope is GLNKIVRMY. The TCR CDR3 sequence is CACPSGVEQFF. Result: 0 (the TCR does not bind to the epitope). (7) The epitope is FLNGSCGSV. The TCR CDR3 sequence is CASSQVYDGYTF. Result: 0 (the TCR does not bind to the epitope).